Dataset: Full USPTO retrosynthesis dataset with 1.9M reactions from patents (1976-2016). Task: Predict the reactants needed to synthesize the given product. (1) Given the product [NH:14]([C:15]([NH:17][C:18]1[CH:19]=[CH:20][C:21]([C:24]2[N:25]=[C:26]3[C:32]4[CH:33]=[CH:34][CH:35]=[CH:36][C:31]=4[NH:30][C:29]4[N:37]=[CH:38][CH:39]=[CH:40][C:28]=4[N:27]3[C:41]=2[C:42]2[CH:47]=[CH:46][C:45]([C:48]3([NH:52][C:53](=[O:59])[O:54][C:55]([CH3:57])([CH3:56])[CH3:58])[CH2:49][CH2:50][CH2:51]3)=[CH:44][CH:43]=2)=[CH:22][CH:23]=1)=[O:16])[C:8]1[CH:13]=[CH:12][CH:11]=[CH:10][CH:9]=1, predict the reactants needed to synthesize it. The reactants are: CCN(CC)CC.[C:8]1([N:14]=[C:15]=[O:16])[CH:13]=[CH:12][CH:11]=[CH:10][CH:9]=1.[NH2:17][C:18]1[CH:23]=[CH:22][C:21]([C:24]2[N:25]=[C:26]3[C:32]4[CH:33]=[CH:34][CH:35]=[CH:36][C:31]=4[NH:30][C:29]4[N:37]=[CH:38][CH:39]=[CH:40][C:28]=4[N:27]3[C:41]=2[C:42]2[CH:47]=[CH:46][C:45]([C:48]3([NH:52][C:53](=[O:59])[O:54][C:55]([CH3:58])([CH3:57])[CH3:56])[CH2:51][CH2:50][CH2:49]3)=[CH:44][CH:43]=2)=[CH:20][CH:19]=1. (2) Given the product [N:8]1([CH2:46][C:45]2[CH:44]=[CH:43][C:42]([O:41][CH:39]3[CH2:38][N:37]([C:35]([C:33]4[O:34][C:30]([C:24]5[CH:29]=[CH:28][CH:27]=[CH:26][CH:25]=5)=[N:31][N:32]=4)=[O:36])[CH2:40]3)=[CH:49][CH:48]=2)[C:12]2([CH2:16][CH2:15][O:14][CH2:13]2)[CH2:11][CH2:10][CH2:9]1, predict the reactants needed to synthesize it. The reactants are: OC(C(F)(F)F)=O.[NH:8]1[C:12]2([CH2:16][CH2:15][O:14][CH2:13]2)[CH2:11][CH2:10][CH2:9]1.C(N(CC)CC)C.[C:24]1([C:30]2[O:34][C:33]([C:35]([N:37]3[CH2:40][CH:39]([O:41][C:42]4[CH:49]=[CH:48][C:45]([CH:46]=O)=[CH:44][CH:43]=4)[CH2:38]3)=[O:36])=[N:32][N:31]=2)[CH:29]=[CH:28][CH:27]=[CH:26][CH:25]=1.[Na].C([O-])(O)=O.[Na+]. (3) Given the product [Cl:1][C:2]1[CH:3]=[C:4]([CH2:14][OH:15])[C:5]2[O:9][C:8]([CH2:10][CH2:11][CH3:12])=[CH:7][C:6]=2[CH:13]=1, predict the reactants needed to synthesize it. The reactants are: [Cl:1][C:2]1[CH:3]=[C:4]([C:14](OC)=[O:15])[C:5]2[O:9][C:8]([CH2:10][CH2:11][CH3:12])=[CH:7][C:6]=2[CH:13]=1.